This data is from M1 muscarinic receptor antagonist screen with 61,756 compounds. The task is: Binary Classification. Given a drug SMILES string, predict its activity (active/inactive) in a high-throughput screening assay against a specified biological target. The compound is O=c1n2c(nc3n(Cc4ccncc4)c(=N)c(cc13)C(=O)NCCOC)c(ccc2)C. The result is 0 (inactive).